Dataset: Forward reaction prediction with 1.9M reactions from USPTO patents (1976-2016). Task: Predict the product of the given reaction. (1) Given the reactants C[O:2][C:3]1[CH:12]=[C:11]2[C:6]([C:7]([C:13]([O:15]C)=[O:14])=[CH:8][CH:9]=[N:10]2)=[CH:5][CH:4]=1, predict the reaction product. The product is: [OH:2][C:3]1[CH:12]=[C:11]2[C:6]([C:7]([C:13]([OH:15])=[O:14])=[CH:8][CH:9]=[N:10]2)=[CH:5][CH:4]=1. (2) Given the reactants [Cl:1][C:2]1[CH:3]=[C:4]([C:10]2([C:27]([F:30])([F:29])[F:28])[CH2:14][CH2:13][N:12]([C:15]3[N:20]=[C:19]([C:21]([F:24])([F:23])[F:22])[C:18]([CH2:25][NH2:26])=[CH:17][N:16]=3)[CH2:11]2)[CH:5]=[C:6]([Cl:9])[C:7]=1[Cl:8].C(N(CC)CC)C.[C:38](O)(=[O:41])[CH2:39][CH3:40], predict the reaction product. The product is: [Cl:1][C:2]1[CH:3]=[C:4]([C:10]2([C:27]([F:28])([F:29])[F:30])[CH2:14][CH2:13][N:12]([C:15]3[N:20]=[C:19]([C:21]([F:23])([F:24])[F:22])[C:18]([CH2:25][NH:26][C:38](=[O:41])[CH2:39][CH3:40])=[CH:17][N:16]=3)[CH2:11]2)[CH:5]=[C:6]([Cl:9])[C:7]=1[Cl:8]. (3) Given the reactants [CH2:1]([O:8][C:9]([N:11]1[CH2:14][CH:13]([OH:15])[CH2:12]1)=[O:10])[C:2]1[CH:7]=[CH:6][CH:5]=[CH:4][CH:3]=1.[Cl:16][C:17]1[C:22](Cl)=[N:21][CH:20]=[CH:19][N:18]=1.CS(C)=O.CC(C)([O-])C.[Na+], predict the reaction product. The product is: [Cl:16][C:17]1[C:22]([O:15][CH:13]2[CH2:14][N:11]([C:9]([O:8][CH2:1][C:2]3[CH:7]=[CH:6][CH:5]=[CH:4][CH:3]=3)=[O:10])[CH2:12]2)=[N:21][CH:20]=[CH:19][N:18]=1. (4) Given the reactants [Cl:1][C:2]1[CH:3]=[C:4]([N:9]2[CH:13]=[C:12]([C:14]([OH:16])=[O:15])[N:11]=[CH:10]2)[CH:5]=[CH:6][C:7]=1[Cl:8].S(=O)(=O)(O)O.[CH3:22]O, predict the reaction product. The product is: [CH3:22][O:15][C:14]([C:12]1[N:11]=[CH:10][N:9]([C:4]2[CH:5]=[CH:6][C:7]([Cl:8])=[C:2]([Cl:1])[CH:3]=2)[CH:13]=1)=[O:16]. (5) Given the reactants [P:1]([OH:24])([OH:23])([O:3][C:4]1[CH:9]=[CH:8][C:7]([C:10]2[O:11][C:12]3[C:18]([CH:19]=[CH2:20])=[CH:17][C:16]([OH:21])=[CH:15][C:13]=3[N:14]=2)=[CH:6][C:5]=1[F:22])=[O:2].[OH-].[K+:26].O, predict the reaction product. The product is: [P:1]([O-:24])([O-:23])([O:3][C:4]1[CH:9]=[CH:8][C:7]([C:10]2[O:11][C:12]3[C:18]([CH:19]=[CH2:20])=[CH:17][C:16]([OH:21])=[CH:15][C:13]=3[N:14]=2)=[CH:6][C:5]=1[F:22])=[O:2].[K+:26].[K+:26]. (6) Given the reactants ClC1C=C(C=CC=1Cl)O[CH:6]1[CH2:11][CH2:10][N:9]([S:12]([C:15]2[C:16]([CH3:22])=[N:17][N:18](C)[C:19]=2[CH3:20])(=[O:14])=[O:13])[CH2:8][CH2:7]1.ClC1C=C(C=CC=1Cl)NCC1CCN(S(C2C(C)=NN(C)C=2C)(=O)=O)CC1.Cl.Cl[C:56]1[CH:61]=[CH:60][C:59]([CH:62]([O:69][CH3:70])C2CCNCC2)=[CH:58][CH:57]=1, predict the reaction product. The product is: [CH3:20][C:19]1[C:15]([S:12]([N:9]2[CH2:8][CH2:7][CH:6]([CH:62]([O:69][CH3:70])[C:59]3[CH:60]=[CH:61][CH:56]=[CH:57][CH:58]=3)[CH2:11][CH2:10]2)(=[O:13])=[O:14])=[C:16]([CH3:22])[NH:17][N:18]=1. (7) Given the reactants [O:1]1[C:5]2[CH:6]=[CH:7][CH:8]=[CH:9][C:4]=2[N:3]=[C:2]1[C:10]1[CH:26]=[CH:25][C:13]2[N:14]([CH:19]3[CH2:24][CH2:23][O:22][CH2:21][CH2:20]3)[C:15]([CH2:17]O)=[N:16][C:12]=2[CH:11]=1.C(Cl)(=O)C(Cl)=O.[I-].[Na+].[CH3:35][NH:36][CH3:37], predict the reaction product. The product is: [O:1]1[C:5]2[CH:6]=[CH:7][CH:8]=[CH:9][C:4]=2[N:3]=[C:2]1[C:10]1[CH:26]=[CH:25][C:13]2[N:14]([CH:19]3[CH2:20][CH2:21][O:22][CH2:23][CH2:24]3)[C:15]([CH2:17][N:36]([CH3:37])[CH3:35])=[N:16][C:12]=2[CH:11]=1. (8) Given the reactants [H-].[Na+].[OH:3][C:4]1[CH:5]=[C:6]([CH:9]=[CH:10][C:11]=1[OH:12])[CH:7]=[O:8].[CH2:13](Cl)[C:14]1[CH:19]=[CH:18][CH:17]=[CH:16][CH:15]=1.O, predict the reaction product. The product is: [CH2:13]([O:3][C:4]1[CH:5]=[C:6]([CH:9]=[CH:10][C:11]=1[OH:12])[CH:7]=[O:8])[C:14]1[CH:19]=[CH:18][CH:17]=[CH:16][CH:15]=1. (9) Given the reactants [F:1][CH:2]([F:16])[CH2:3][O:4][C:5]1[N:10]=[CH:9][C:8]([C:11](=O)[CH3:12])=[CH:7][C:6]=1[O:14][CH3:15].[CH3:17][C:18]([S@:21]([NH2:23])=[O:22])([CH3:20])[CH3:19], predict the reaction product. The product is: [F:1][CH:2]([F:16])[CH2:3][O:4][C:5]1[N:10]=[CH:9][C:8]([CH:11]([NH:23][S@@:21]([C:18]([CH3:20])([CH3:19])[CH3:17])=[O:22])[CH3:12])=[CH:7][C:6]=1[O:14][CH3:15]. (10) Given the reactants [CH2:1]([O:3][C:4]1[C@H:5]([CH2:16][CH2:17][CH2:18][CH2:19][CH2:20][CH:21]=[CH2:22])[N:6]=C(OCC)[C@@H](C(C)C)N=1)[CH3:2].Cl.C([O-])(O)=[O:25].[Na+], predict the reaction product. The product is: [CH2:1]([O:3][C:4](=[O:25])[C@@H:5]([NH2:6])[CH2:16][CH2:17][CH2:18][CH2:19][CH2:20][CH:21]=[CH2:22])[CH3:2].